Regression. Given two drug SMILES strings and cell line genomic features, predict the synergy score measuring deviation from expected non-interaction effect. From a dataset of NCI-60 drug combinations with 297,098 pairs across 59 cell lines. (1) Drug 1: CCCCCOC(=O)NC1=NC(=O)N(C=C1F)C2C(C(C(O2)C)O)O. Drug 2: CC12CCC3C(C1CCC2OP(=O)(O)O)CCC4=C3C=CC(=C4)OC(=O)N(CCCl)CCCl.[Na+]. Cell line: SF-295. Synergy scores: CSS=-2.77, Synergy_ZIP=1.21, Synergy_Bliss=1.81, Synergy_Loewe=-4.39, Synergy_HSA=-2.63. (2) Drug 1: CC1OCC2C(O1)C(C(C(O2)OC3C4COC(=O)C4C(C5=CC6=C(C=C35)OCO6)C7=CC(=C(C(=C7)OC)O)OC)O)O. Drug 2: CC1=C(C(=O)C2=C(C1=O)N3CC4C(C3(C2COC(=O)N)OC)N4)N. Cell line: NCI-H226. Synergy scores: CSS=29.3, Synergy_ZIP=3.04, Synergy_Bliss=6.25, Synergy_Loewe=7.82, Synergy_HSA=9.21. (3) Drug 1: CCC1=CC2CC(C3=C(CN(C2)C1)C4=CC=CC=C4N3)(C5=C(C=C6C(=C5)C78CCN9C7C(C=CC9)(C(C(C8N6C)(C(=O)OC)O)OC(=O)C)CC)OC)C(=O)OC.C(C(C(=O)O)O)(C(=O)O)O. Drug 2: CCCCCOC(=O)NC1=NC(=O)N(C=C1F)C2C(C(C(O2)C)O)O. Cell line: SF-539. Synergy scores: CSS=22.8, Synergy_ZIP=-1.06, Synergy_Bliss=-1.12, Synergy_Loewe=-58.0, Synergy_HSA=-1.36.